From a dataset of Peptide-MHC class II binding affinity with 134,281 pairs from IEDB. Regression. Given a peptide amino acid sequence and an MHC pseudo amino acid sequence, predict their binding affinity value. This is MHC class II binding data. (1) The peptide sequence is GYKVQTNGPWMQVPL. The MHC is DRB3_0202 with pseudo-sequence DRB3_0202. The binding affinity (normalized) is 0.520. (2) The peptide sequence is LGHDGTVWAQSADFP. The MHC is DRB1_0901 with pseudo-sequence DRB1_0901. The binding affinity (normalized) is 0.146. (3) The peptide sequence is KPLLIIAEDVEGEY. The MHC is DRB4_0101 with pseudo-sequence DRB4_0103. The binding affinity (normalized) is 0.453. (4) The peptide sequence is INAGFKAALAAAAGVPPADKY. The MHC is HLA-DPA10201-DPB10501 with pseudo-sequence HLA-DPA10201-DPB10501. The binding affinity (normalized) is 0.221. (5) The peptide sequence is QFLNYVIHKLFDIDV. The MHC is DRB1_0101 with pseudo-sequence DRB1_0101. The binding affinity (normalized) is 0.538. (6) The peptide sequence is QPWEPLQLHVDKAVS. The MHC is DRB1_0301 with pseudo-sequence DRB1_0301. The binding affinity (normalized) is 0.215. (7) The binding affinity (normalized) is 0.434. The peptide sequence is GVTVIKNNMINNDLGP. The MHC is DRB1_0405 with pseudo-sequence DRB1_0405.